Dataset: Forward reaction prediction with 1.9M reactions from USPTO patents (1976-2016). Task: Predict the product of the given reaction. (1) The product is: [Cl:16][C:12]1[N:11]=[CH:10][C:9]([NH:7][CH3:6])=[C:14]([I:15])[CH:13]=1. Given the reactants C(O[C:6](=O)[N:7]([C:9]1[CH:10]=[N:11][C:12]([Cl:16])=[CH:13][C:14]=1[I:15])C)(C)(C)C.FC(F)(F)C(O)=O, predict the reaction product. (2) Given the reactants [CH:1]1([NH:4][C:5]2[N:10]3[N:11]=[CH:12][C:13]([CH:14]=O)=[C:9]3[N:8]=[C:7]([NH:16][C:17]([CH:19]3[CH2:21][CH2:20]3)=[O:18])[CH:6]=2)[CH2:3][CH2:2]1.[NH:22]1[CH2:28][C:26](=[O:27])[NH:25][C:23]1=[O:24].N1CCCCC1, predict the reaction product. The product is: [CH:1]1([NH:4][C:5]2[N:10]3[N:11]=[CH:12][C:13](/[CH:14]=[C:28]4\[NH:22][C:23](=[O:24])[NH:25][C:26]\4=[O:27])=[C:9]3[N:8]=[C:7]([NH:16][C:17]([CH:19]3[CH2:20][CH2:21]3)=[O:18])[CH:6]=2)[CH2:3][CH2:2]1. (3) Given the reactants [NH2:1][C:2](=S)[C:3]([O:5][CH2:6][CH3:7])=[O:4].[NH2:9][NH2:10].O.O=[C:13]([C:16]1[CH:21]=[CH:20][CH:19]=[CH:18][CH:17]=1)[CH:14]=O, predict the reaction product. The product is: [C:16]1([C:13]2[N:1]=[C:2]([C:3]([O:5][CH2:6][CH3:7])=[O:4])[N:9]=[N:10][CH:14]=2)[CH:21]=[CH:20][CH:19]=[CH:18][CH:17]=1. (4) Given the reactants [O:1]([C:4]1[C:5]([N:10]2[CH2:15][CH2:14][N:13]([CH3:16])[CH2:12][CH2:11]2)=[N:6][CH:7]=[CH:8][CH:9]=1)[CH2:2]C.C1C(=O)N([Br:24])C(=O)C1, predict the reaction product. The product is: [Br:24][C:8]1[CH:9]=[C:4]([O:1][CH3:2])[C:5]([N:10]2[CH2:15][CH2:14][N:13]([CH3:16])[CH2:12][CH2:11]2)=[N:6][CH:7]=1. (5) Given the reactants [OH-].[Na+].[N:3]1[N:7]2[CH:8]=[CH:9][CH:10]=[CH:11][C:6]2=[C:5]([C:12]([O:14]CC)=[O:13])[CH:4]=1, predict the reaction product. The product is: [N:3]1[N:7]2[CH:8]=[CH:9][CH:10]=[CH:11][C:6]2=[C:5]([C:12]([OH:14])=[O:13])[CH:4]=1. (6) Given the reactants [C:1]([C:5]1[CH:23]=[C:8]2[N:9]=[C:10]([CH3:22])[C:11]([CH:14]([CH2:19][CH2:20][CH3:21])[C:15]([O:17][CH3:18])=[O:16])=[C:12](Cl)[N:7]2[N:6]=1)([CH3:4])([CH3:3])[CH3:2].[F:24][C:25]1[CH:30]=[C:29]([O:31][CH3:32])[CH:28]=[CH:27][C:26]=1B(O)O.C(N(C(C)C)CC)(C)C, predict the reaction product. The product is: [C:1]([C:5]1[CH:23]=[C:8]2[N:9]=[C:10]([CH3:22])[C:11]([CH:14]([CH2:19][CH2:20][CH3:21])[C:15]([O:17][CH3:18])=[O:16])=[C:12]([C:26]3[CH:27]=[CH:28][C:29]([O:31][CH3:32])=[CH:30][C:25]=3[F:24])[N:7]2[N:6]=1)([CH3:4])([CH3:3])[CH3:2].